Task: Regression. Given two drug SMILES strings and cell line genomic features, predict the synergy score measuring deviation from expected non-interaction effect.. Dataset: NCI-60 drug combinations with 297,098 pairs across 59 cell lines (1) Synergy scores: CSS=17.1, Synergy_ZIP=-2.93, Synergy_Bliss=10.2, Synergy_Loewe=-2.64, Synergy_HSA=5.48. Cell line: SK-MEL-5. Drug 1: CC(CN1CC(=O)NC(=O)C1)N2CC(=O)NC(=O)C2. Drug 2: CN(C)C1=NC(=NC(=N1)N(C)C)N(C)C. (2) Drug 1: CC(C1=C(C=CC(=C1Cl)F)Cl)OC2=C(N=CC(=C2)C3=CN(N=C3)C4CCNCC4)N. Drug 2: C1CC(=O)NC(=O)C1N2CC3=C(C2=O)C=CC=C3N. Cell line: MDA-MB-231. Synergy scores: CSS=11.3, Synergy_ZIP=-3.24, Synergy_Bliss=-0.912, Synergy_Loewe=-0.433, Synergy_HSA=-0.392. (3) Drug 1: CC12CCC3C(C1CCC2=O)CC(=C)C4=CC(=O)C=CC34C. Drug 2: C(CC(=O)O)C(=O)CN.Cl. Cell line: SR. Synergy scores: CSS=28.3, Synergy_ZIP=-2.39, Synergy_Bliss=-3.56, Synergy_Loewe=-12.8, Synergy_HSA=-2.87.